Task: Predict which catalyst facilitates the given reaction.. Dataset: Catalyst prediction with 721,799 reactions and 888 catalyst types from USPTO (1) Reactant: [F:1][C:2]1[CH:3]=[CH:4][CH:5]=[C:6]2[C:11]=1[N:10]=[C:9]([C:12]1[CH:17]=[CH:16][CH:15]=[C:14]([C:18]#[C:19][C@:20]3([OH:27])[CH2:24][CH2:23][N:22]([CH3:25])[C:21]3=[O:26])[CH:13]=1)[N:8]=[C:7]2[C:28]([O:30]CC)=O.[NH3:33]. Product: [F:1][C:2]1[CH:3]=[CH:4][CH:5]=[C:6]2[C:11]=1[N:10]=[C:9]([C:12]1[CH:17]=[CH:16][CH:15]=[C:14]([C:18]#[C:19][C@:20]3([OH:27])[CH2:24][CH2:23][N:22]([CH3:25])[C:21]3=[O:26])[CH:13]=1)[N:8]=[C:7]2[C:28]([NH2:33])=[O:30]. The catalyst class is: 5. (2) Reactant: [F:1][C:2]1[CH:7]=[CH:6][C:5]([C:8](=[O:34])[CH2:9][C:10]2[N:11](C(OC(C)(C)C)=O)[C@H:12]([C:21]3[CH:26]=[CH:25][CH:24]=[CH:23][CH:22]=3)[C@H:13]([C:15]3[CH:20]=[CH:19][CH:18]=[CH:17][CH:16]=3)[N:14]=2)=[CH:4][CH:3]=1.C(O)(C(F)(F)F)=O.C(=O)(O)[O-].[Na+]. Product: [C:21]1([C@H:12]2[C@@H:13]([C:15]3[CH:20]=[CH:19][CH:18]=[CH:17][CH:16]=3)[NH:14][C:10]([CH2:9][C:8]([C:5]3[CH:4]=[CH:3][C:2]([F:1])=[CH:7][CH:6]=3)=[O:34])=[N:11]2)[CH:22]=[CH:23][CH:24]=[CH:25][CH:26]=1. The catalyst class is: 4.